This data is from Catalyst prediction with 721,799 reactions and 888 catalyst types from USPTO. The task is: Predict which catalyst facilitates the given reaction. (1) Reactant: Br[C:2]1[CH:7]=[CH:6][C:5]([C:8](=[O:11])[CH2:9][CH3:10])=[CH:4][CH:3]=1.[F:12][C:13]([F:24])([F:23])[C:14]1[CH:19]=[CH:18][C:17](B(O)O)=[CH:16][CH:15]=1.C(=O)([O-])[O-].[K+].[K+]. Product: [F:12][C:13]([F:24])([F:23])[C:14]1[CH:19]=[CH:18][C:17]([C:2]2[CH:7]=[CH:6][C:5]([C:8](=[O:11])[CH2:9][CH3:10])=[CH:4][CH:3]=2)=[CH:16][CH:15]=1. The catalyst class is: 335. (2) Reactant: CO[Na].[Na].C([NH:8][C:9]1[N:14]=[C:13]([C:15]2[CH:20]=[CH:19][C:18]([N:21]3[C:25]([Cl:26])=[CH:24][C:23]([NH:27][C:28]([NH:30][C:31]4[CH:36]=[CH:35][CH:34]=[C:33]([O:37][CH3:38])[CH:32]=4)=[O:29])=[C:22]3[C:39](OCC)=[O:40])=[CH:17][CH:16]=2)[CH:12]=[CH:11][CH:10]=1)(=O)C. Product: [ClH:26].[NH2:8][C:9]1[N:14]=[C:13]([C:15]2[CH:16]=[CH:17][C:18]([N:21]3[C:22]4[C:39](=[O:40])[N:30]([C:31]5[CH:36]=[CH:35][CH:34]=[C:33]([O:37][CH3:38])[CH:32]=5)[C:28](=[O:29])[NH:27][C:23]=4[CH:24]=[C:25]3[Cl:26])=[CH:19][CH:20]=2)[CH:12]=[CH:11][CH:10]=1. The catalyst class is: 5. (3) Product: [Cl:1][C:2]1[CH:25]=[CH:24][C:5]([CH2:6][N:7]2[C:11]([CH3:12])=[C:10]([C:13]3[CH:14]=[CH:15][C:16]([C:19]#[N:20])=[CH:17][CH:18]=3)[C:9]([C:21]#[N:22])=[C:8]2[CH3:23])=[CH:4][C:3]=1[CH2:26][O:27][C:28](=[O:34])[CH2:29][CH2:30][C:31]([OH:33])=[O:32]. The catalyst class is: 17. Reactant: [Cl:1][C:2]1[CH:25]=[CH:24][C:5]([CH2:6][N:7]2[C:11]([CH3:12])=[C:10]([C:13]3[CH:18]=[CH:17][C:16]([C:19]#[N:20])=[CH:15][CH:14]=3)[C:9]([C:21]#[N:22])=[C:8]2[CH3:23])=[CH:4][C:3]=1[CH2:26][OH:27].[C:28]1(=[O:34])[O:33][C:31](=[O:32])[CH2:30][CH2:29]1.C(O)(=O)CC(CC(O)=O)(C(O)=O)O. (4) Reactant: [C:1]([C:3]1[C:4]([C:18]2[CH:23]=[CH:22][C:21]([CH3:24])=[CH:20][CH:19]=2)=[C:5]([C:14]([O:16]C)=[O:15])[S:6][C:7]=1[N:8]1[CH2:13][CH2:12][O:11][CH2:10][CH2:9]1)#[N:2].[OH-].[Na+]. Product: [C:1]([C:3]1[C:4]([C:18]2[CH:23]=[CH:22][C:21]([CH3:24])=[CH:20][CH:19]=2)=[C:5]([C:14]([OH:16])=[O:15])[S:6][C:7]=1[N:8]1[CH2:13][CH2:12][O:11][CH2:10][CH2:9]1)#[N:2]. The catalyst class is: 87. (5) Reactant: [O:1]1[C:5]2[CH:6]=[CH:7][C:8]([C:10]3[CH:18]=[CH:17][C:13]([C:14]([NH2:16])=[O:15])=[C:12]([F:19])[CH:11]=3)=[CH:9][C:4]=2[CH:3]=[CH:2]1.[Li]CCCC.[B:25]([O-])([O-:27])[O-:26]. Product: [C:14]([C:13]1[CH:17]=[CH:18][C:10]([C:8]2[CH:7]=[CH:6][C:5]3[O:1][C:2]([B:25]([OH:27])[OH:26])=[CH:3][C:4]=3[CH:9]=2)=[CH:11][C:12]=1[F:19])(=[O:15])[NH2:16]. The catalyst class is: 1. (6) Reactant: [Si:1]([O:18][C@H:19]1[CH2:24][CH2:23][C@@:22]([C@H:26]2[CH2:34][CH2:33][C@@:32]3([CH3:35])[C@@H:28]([CH2:29][CH2:30][C@@:31]3([OH:42])[C:36]3[CH:41]=[CH:40][CH:39]=[CH:38][CH:37]=3)[C@@H:27]2[CH:43]=[O:44])([CH3:25])[C@@H:21]([CH:45]=[O:46])[CH2:20]1)([C:14]([CH3:17])([CH3:16])[CH3:15])([C:8]1[CH:13]=[CH:12][CH:11]=[CH:10][CH:9]=1)[C:2]1[CH:7]=[CH:6][CH:5]=[CH:4][CH:3]=1.C1COCC1.CO.[BH4-].[Na+]. Product: [Si:1]([O:18][C@H:19]1[CH2:24][CH2:23][C@@:22]([C@H:26]2[CH2:34][CH2:33][C@@:32]3([CH3:35])[C@@H:28]([CH2:29][CH2:30][C@:31]3([C:36]3[CH:37]=[CH:38][CH:39]=[CH:40][CH:41]=3)[OH:42])[C@@H:27]2[CH2:43][OH:44])([CH3:25])[C@@H:21]([CH2:45][OH:46])[CH2:20]1)([C:14]([CH3:16])([CH3:15])[CH3:17])([C:2]1[CH:3]=[CH:4][CH:5]=[CH:6][CH:7]=1)[C:8]1[CH:13]=[CH:12][CH:11]=[CH:10][CH:9]=1. The catalyst class is: 21. (7) Reactant: [Si](O[CH2:9][CH2:10][C:11]([C:14]1[NH:15][C:16]2[C:21]([CH:22]=1)=[CH:20][C:19]([N+:23]([O-:25])=[O:24])=[C:18]([F:26])[CH:17]=2)([CH3:13])[CH3:12])(C(C)(C)C)(C)C.CC1C=CC(S(OC[C@@H]2COC(C)(C)O2)(=O)=O)=CC=1.C([O-])([O-])=O.[Cs+].[Cs+]. Product: [F:26][C:18]1[C:19]([N+:23]([O-:25])=[O:24])=[CH:20][C:21]2[CH:22]=[C:14]3[C:11]([CH3:13])([CH3:12])[CH2:10][CH2:9][N:15]3[C:16]=2[CH:17]=1. The catalyst class is: 3.